From a dataset of Catalyst prediction with 721,799 reactions and 888 catalyst types from USPTO. Predict which catalyst facilitates the given reaction. (1) Reactant: [NH2:1][C:2]1[N:7]=[C:6]([C:8]2[C:9]([O:14][C:15]3[CH:20]=[CH:19][C:18]([NH:21][C:22]4[N:23]=[N:24][C:25]([C:31]5[CH:36]=[CH:35][CH:34]=[CH:33][CH:32]=5)=[CH:26][C:27]=4[C:28]([OH:30])=[O:29])=[CH:17][CH:16]=3)=[N:10][CH:11]=[CH:12][CH:13]=2)[CH:5]=[CH:4][N:3]=1.CO.[CH:39]1(N=C=NC2CCCCC2)CCCCC1.CN(C=O)C. Product: [NH2:1][C:2]1[N:7]=[C:6]([C:8]2[C:9]([O:14][C:15]3[CH:20]=[CH:19][C:18]([NH:21][C:22]4[N:23]=[N:24][C:25]([C:31]5[CH:32]=[CH:33][CH:34]=[CH:35][CH:36]=5)=[CH:26][C:27]=4[C:28]([O:30][CH3:39])=[O:29])=[CH:17][CH:16]=3)=[N:10][CH:11]=[CH:12][CH:13]=2)[CH:5]=[CH:4][N:3]=1. The catalyst class is: 143. (2) Reactant: [OH:1][C:2]1[CH:10]=[C:9]([C:11]([F:14])([F:13])[F:12])[CH:8]=[CH:7][C:3]=1[C:4]([OH:6])=O.[CH2:15]1COCC1.C[Li].Cl. Product: [OH:1][C:2]1[CH:10]=[C:9]([C:11]([F:14])([F:13])[F:12])[CH:8]=[CH:7][C:3]=1[C:4](=[O:6])[CH3:15]. The catalyst class is: 25. (3) Product: [OH:13][C:14]1[CH:23]=[CH:22][C:17]([C:18]([NH:20][N:21]=[C:5]2[C:4]3[C:8](=[CH:9][CH:10]=[C:2]([I:1])[CH:3]=3)[NH:7][C:6]2=[O:11])=[O:19])=[CH:16][CH:15]=1. Reactant: [I:1][C:2]1[CH:3]=[C:4]2[C:8](=[CH:9][CH:10]=1)[NH:7][C:6](=[O:11])[C:5]2=O.[OH:13][C:14]1[CH:23]=[CH:22][C:17]([C:18]([NH:20][NH2:21])=[O:19])=[CH:16][CH:15]=1. The catalyst class is: 15. (4) Reactant: [N:1]1([CH2:7][CH2:8][NH:9][C:10](=[C:23]([C:26]#[N:27])[C:24]#[N:25])[N:11]2[CH2:16][CH2:15][CH:14]([N:17]3[CH2:22][CH2:21][CH2:20][CH2:19][CH2:18]3)[CH2:13][CH2:12]2)[CH2:6][CH2:5][CH2:4][CH2:3][CH2:2]1.[H-].[Na+].[CH3:30]I. Product: [CH3:30][N:9]([C:10](=[C:23]([C:24]#[N:25])[C:26]#[N:27])[N:11]1[CH2:12][CH2:13][CH:14]([N:17]2[CH2:22][CH2:21][CH2:20][CH2:19][CH2:18]2)[CH2:15][CH2:16]1)[CH2:8][CH2:7][N:1]1[CH2:2][CH2:3][CH2:4][CH2:5][CH2:6]1. The catalyst class is: 220. (5) Reactant: C[O:2][C:3](=O)[CH:4]([C:9]1[CH:14]=[CH:13][C:12]([Br:15])=[CH:11][CH:10]=1)[C:5](OC)=[O:6].[Na].Cl.[CH:19]([NH2:21])=[NH:20]. Product: [Br:15][C:12]1[CH:13]=[CH:14][C:9]([C:4]2[C:5]([OH:6])=[N:20][CH:19]=[N:21][C:3]=2[OH:2])=[CH:10][CH:11]=1. The catalyst class is: 5. (6) Reactant: Cl.[NH2:2][C@H:3]1[CH2:9][O:8][C:7]2[CH:10]=[CH:11][CH:12]=[CH:13][C:6]=2[N:5]([CH2:14][C:15]2[C:24]3[C:19](=[CH:20][C:21]([Br:25])=[CH:22][CH:23]=3)[CH:18]=[CH:17][C:16]=2[O:26][CH3:27])[C:4]1=[O:28].[C:29]([O:33][C:34]([N:36]([CH3:43])[C@@H:37]([CH2:41][CH3:42])[C:38](O)=[O:39])=[O:35])([CH3:32])([CH3:31])[CH3:30].CCN(C(C)C)C(C)C.CN(C(ON1N=NC2C=CC=CC1=2)=[N+](C)C)C.F[P-](F)(F)(F)(F)F. Product: [Br:25][C:21]1[CH:20]=[C:19]2[C:24](=[CH:23][CH:22]=1)[C:15]([CH2:14][N:5]1[C:4](=[O:28])[C@@H:3]([NH:2][C:38](=[O:39])[C@@H:37]([N:36]([CH3:43])[C:34](=[O:35])[O:33][C:29]([CH3:30])([CH3:31])[CH3:32])[CH2:41][CH3:42])[CH2:9][O:8][C:7]3[CH:10]=[CH:11][CH:12]=[CH:13][C:6]1=3)=[C:16]([O:26][CH3:27])[CH:17]=[CH:18]2. The catalyst class is: 31. (7) Reactant: C1(S([N:10]2[C:14]3=[N:15][CH:16]=[C:17]([S:19]([CH3:22])(=[O:21])=[O:20])[CH:18]=[C:13]3[CH:12]=[C:11]2[C:23]2[N:28]=[CH:27][CH:26]=[CH:25][N:24]=2)(=O)=O)C=CC=CC=1.[OH-].[K+].O. Product: [CH3:22][S:19]([C:17]1[CH:18]=[C:13]2[CH:12]=[C:11]([C:23]3[N:28]=[CH:27][CH:26]=[CH:25][N:24]=3)[NH:10][C:14]2=[N:15][CH:16]=1)(=[O:21])=[O:20]. The catalyst class is: 5.